This data is from Reaction yield outcomes from USPTO patents with 853,638 reactions. The task is: Predict the reaction yield, written as a fraction of the theoretical maximum amount of product (1.0 means a 100% yield; for example, 0.34 means a 34% yield). (1) The reactants are [Cl:1][C:2]1[CH:3]=[CH:4][C:5]([N:8]2[CH:12]=[C:11]([CH2:13][CH2:14][C:15](OCC)=[O:16])[C:10]([CH:20]([CH2:23][CH3:24])[CH2:21][CH3:22])=[N:9]2)=[N:6][CH:7]=1.[H-].C([Al+]CC(C)C)C(C)C.Cl. The catalyst is O1CCCC1.CCCCCC. The product is [Cl:1][C:2]1[CH:3]=[CH:4][C:5]([N:8]2[CH:12]=[C:11]([CH2:13][CH2:14][CH2:15][OH:16])[C:10]([CH:20]([CH2:23][CH3:24])[CH2:21][CH3:22])=[N:9]2)=[N:6][CH:7]=1. The yield is 0.910. (2) The reactants are [CH:1]1([C:7](=[O:17])[CH2:8][NH:9][C:10](=[O:16])OC(C)(C)C)[CH2:6][CH2:5][CH2:4][CH2:3][CH2:2]1.FC(F)(F)C(O)=O.NCC(C1CCCCC1)=O.[Cl:35][C:36]1[CH:41]=[CH:40][C:39]([N:42]2[C:46]([CH3:47])=[C:45](C(O)=O)[N:44]=[C:43]2[C:51]2[CH:56]=[CH:55][C:54]([Cl:57])=[CH:53][C:52]=2[Cl:58])=[CH:38][CH:37]=1.CCN=C=NCCCN(C)C.C1C=CC2N(O)N=NC=2C=1.CN1CCOCC1. The catalyst is C(Cl)Cl.C(O)(C(F)(F)F)=O. The product is [Cl:35][C:36]1[CH:37]=[CH:38][C:39]([N:42]2[C:46]([CH3:47])=[C:45]([C:10]([NH:9][CH2:8][C:7]([CH:1]3[CH2:2][CH2:3][CH2:4][CH2:5][CH2:6]3)=[O:17])=[O:16])[N:44]=[C:43]2[C:51]2[CH:56]=[CH:55][C:54]([Cl:57])=[CH:53][C:52]=2[Cl:58])=[CH:40][CH:41]=1. The yield is 0.160.